Task: Regression. Given a peptide amino acid sequence and an MHC pseudo amino acid sequence, predict their binding affinity value. This is MHC class I binding data.. Dataset: Peptide-MHC class I binding affinity with 185,985 pairs from IEDB/IMGT The peptide sequence is LLPYPIAGC. The MHC is HLA-A02:11 with pseudo-sequence HLA-A02:11. The binding affinity (normalized) is 0.898.